Dataset: Forward reaction prediction with 1.9M reactions from USPTO patents (1976-2016). Task: Predict the product of the given reaction. (1) Given the reactants C1N(CC(O)=[O:15])CCN(CC([O-])=O)CCN(CC([O-])=O)CCN(CC([O-])=O)C1.[Gd+3].[CH2:30]([OH:38])[CH2:31][CH2:32][CH2:33][CH2:34][CH2:35][CH2:36][CH3:37], predict the reaction product. The product is: [CH2:30]([OH:38])[CH2:31][CH2:32][CH2:33][CH2:34][CH2:35][CH2:36][CH3:37].[OH2:15]. (2) Given the reactants Cl.[NH:2]1[CH2:6][CH2:5][C@H:4]([O:7][C:8]2[CH:9]=[CH:10][C:11]3[O:16][CH2:15][C:14](=[O:17])[NH:13][C:12]=3[CH:18]=2)[CH2:3]1, predict the reaction product. The product is: [NH:2]1[CH2:6][CH2:5][C@H:4]([O:7][C:8]2[CH:9]=[CH:10][C:11]3[O:16][CH2:15][C:14](=[O:17])[NH:13][C:12]=3[CH:18]=2)[CH2:3]1. (3) Given the reactants [C:1]([O:5][C:6]([N:8]1[CH2:13][CH2:12][CH2:11][C@@H:10]([OH:14])[CH2:9]1)=[O:7])([CH3:4])([CH3:3])[CH3:2].[Li+].C[Si]([N-][Si](C)(C)C)(C)C.F[C:26]1[CH:31]=[C:30]([F:32])[CH:29]=[CH:28][C:27]=1[N+:33]([O-:35])=[O:34], predict the reaction product. The product is: [C:1]([O:5][C:6]([N:8]1[CH2:13][CH2:12][CH2:11][C@@H:10]([O:14][C:26]2[CH:31]=[C:30]([F:32])[CH:29]=[CH:28][C:27]=2[N+:33]([O-:35])=[O:34])[CH2:9]1)=[O:7])([CH3:4])([CH3:2])[CH3:3]. (4) Given the reactants [C:1]([Si:5]([CH3:21])([CH3:20])[O:6][CH2:7][C@@H:8]([OH:19])[CH2:9][N:10]1[CH:14]=[C:13]([N+:15]([O-:17])=[O:16])[N:12]=[C:11]1[Cl:18])([CH3:4])([CH3:3])[CH3:2].[O:22]1[CH:27]=[CH:26][CH2:25][CH2:24][CH2:23]1.C1(C)C=CC(S([O-])(=O)=O)=CC=1.[NH+]1C=CC=CC=1, predict the reaction product. The product is: [C:1]([Si:5]([CH3:21])([CH3:20])[O:6][CH2:7][C@@H:8]([O:19][CH:23]1[CH2:24][CH2:25][CH2:26][CH2:27][O:22]1)[CH2:9][N:10]1[CH:14]=[C:13]([N+:15]([O-:17])=[O:16])[N:12]=[C:11]1[Cl:18])([CH3:4])([CH3:3])[CH3:2]. (5) Given the reactants [CH3:1][O:2][C:3]1[CH:4]=[C:5]2[C:10](=[CH:11][C:12]=1[O:13][CH2:14][CH2:15][CH2:16][N:17]1[CH2:22][CH2:21][O:20][CH2:19][CH2:18]1)[N:9]=[CH:8][CH:7]=[C:6]2[O:23][C:24]1[CH:29]=[C:28]([CH3:30])[C:27]([CH3:31])=[CH:26][C:25]=1[C:32](=[O:34])[CH3:33].[ClH:35].CO, predict the reaction product. The product is: [ClH:35].[CH3:1][O:2][C:3]1[CH:4]=[C:5]2[C:10](=[CH:11][C:12]=1[O:13][CH2:14][CH2:15][CH2:16][N:17]1[CH2:18][CH2:19][O:20][CH2:21][CH2:22]1)[N:9]=[CH:8][CH:7]=[C:6]2[O:23][C:24]1[CH:29]=[C:28]([CH3:30])[C:27]([CH3:31])=[CH:26][C:25]=1[C:32](=[O:34])[CH3:33]. (6) Given the reactants [Cl:1][C:2]1[N:10]=[CH:9][N:8]=[C:7]2[C:3]=1[N:4]=[CH:5][NH:6]2.[H-].[Na+].[CH3:13][CH2:14]I, predict the reaction product. The product is: [Cl:1][C:2]1[N:10]=[CH:9][N:8]=[C:7]2[C:3]=1[N:4]=[CH:5][N:6]2[CH2:13][CH3:14]. (7) Given the reactants [Br:1][C:2]1[CH:7]=[CH:6][C:5]([N+:8]([O-:10])=[O:9])=[CH:4][C:3]=1[OH:11].[CH3:12][O:13][CH2:14][CH2:15]Br.CCOC(C)=O, predict the reaction product. The product is: [Br:1][C:2]1[CH:7]=[CH:6][C:5]([N+:8]([O-:10])=[O:9])=[CH:4][C:3]=1[O:11][CH2:15][CH2:14][O:13][CH3:12].